Task: Predict the reactants needed to synthesize the given product.. Dataset: Full USPTO retrosynthesis dataset with 1.9M reactions from patents (1976-2016) (1) Given the product [CH2:1]([C:8]1[C:9]([CH3:24])=[C:10]([C:22]#[N:23])[C:11]2[N:12]([N:15]=[C:16]([C:18]([CH3:21])([CH3:20])[CH3:19])[N:17]=2)[C:13]=1[Cl:27])[C:2]1[CH:7]=[CH:6][CH:5]=[CH:4][CH:3]=1, predict the reactants needed to synthesize it. The reactants are: [CH2:1]([C:8]1[C:9]([CH3:24])=[C:10]([C:22]#[N:23])[C:11]2[N:12]([N:15]=[C:16]([C:18]([CH3:21])([CH3:20])[CH3:19])[N:17]=2)[C:13]=1O)[C:2]1[CH:7]=[CH:6][CH:5]=[CH:4][CH:3]=1.P(Cl)(Cl)([Cl:27])=O. (2) Given the product [NH2:29][C:12]1[CH:11]=[CH:10][C:9]([C:1](=[O:8])[C:2]2[CH:7]=[CH:6][CH:5]=[CH:4][CH:3]=2)=[CH:28][C:13]=1[CH2:14][NH:15][CH2:16][CH2:17][C:18]([N:20]([CH:22]1[CH2:23][CH2:24][CH2:25][CH2:26][CH2:27]1)[CH3:21])=[O:19], predict the reactants needed to synthesize it. The reactants are: [C:1]([C:9]1[CH:10]=[CH:11][C:12]([N+:29]([O-])=O)=[C:13]([CH:28]=1)[CH2:14][NH:15][CH2:16][CH2:17][C:18]([N:20]([CH:22]1[CH2:27][CH2:26][CH2:25][CH2:24][CH2:23]1)[CH3:21])=[O:19])(=[O:8])[C:2]1[CH:7]=[CH:6][CH:5]=[CH:4][CH:3]=1.S1C=CC=C1.[H][H]. (3) The reactants are: [NH2:1][C:2]1[C:3]([C:17]([O:19][CH3:20])=[O:18])=[N:4][C:5]([C:8]2[CH:13]=[C:12](Br)[C:11]([F:15])=[CH:10][C:9]=2[F:16])=[CH:6][CH:7]=1.[C:21]([C@:23]1([OH:30])[CH2:27][CH2:26][N:25]([CH3:28])[C:24]1=[O:29])#[CH:22]. Given the product [NH2:1][C:2]1[C:3]([C:17]([O:19][CH3:20])=[O:18])=[N:4][C:5]([C:8]2[CH:13]=[C:12]([C:22]#[C:21][C@:23]3([OH:30])[CH2:27][CH2:26][N:25]([CH3:28])[C:24]3=[O:29])[C:11]([F:15])=[CH:10][C:9]=2[F:16])=[CH:6][CH:7]=1, predict the reactants needed to synthesize it.